From a dataset of Reaction yield outcomes from USPTO patents with 853,638 reactions. Predict the reaction yield, written as a fraction of the theoretical maximum amount of product (1.0 means a 100% yield; for example, 0.34 means a 34% yield). (1) The reactants are [Br:1][C:2]1[CH:3]=[N:4][CH:5]=[CH:6][CH:7]=1.C([N-]C(C)C)(C)C.[Li+].C1CCCCC1.[CH:22](N1CCOCC1)=[O:23].[Cl-].[NH4+]. The catalyst is O1CCCC1. The product is [Br:1][C:2]1[CH:3]=[N:4][CH:5]=[CH:6][C:7]=1[CH:22]=[O:23]. The yield is 0.400. (2) The reactants are [CH:1]([C:3]1[CH:4]=[C:5]2[C:10](=[CH:11][CH:12]=1)[O:9][CH2:8][CH2:7][CH2:6]2)=[CH2:2].B1C2CCCC1CCC2.C1C[O:25]CC1. No catalyst specified. The product is [OH:25][CH2:2][CH2:1][C:3]1[CH:4]=[C:5]2[C:10](=[CH:11][CH:12]=1)[O:9][CH2:8][CH2:7][CH2:6]2. The yield is 0.240. (3) The reactants are C([N:4]1[CH2:9][CH2:8][C:7]2[N:10]([CH3:20])[N:11]=[C:12]([C:13]3[CH:18]=[CH:17][CH:16]=[C:15]([Cl:19])[CH:14]=3)[C:6]=2[CH2:5]1)(=O)C.C([O-])(O)=O.[Na+]. The catalyst is Cl. The product is [Cl:19][C:15]1[CH:14]=[C:13]([C:12]2[C:6]3[CH2:5][NH:4][CH2:9][CH2:8][C:7]=3[N:10]([CH3:20])[N:11]=2)[CH:18]=[CH:17][CH:16]=1. The yield is 0.880. (4) The reactants are [C:1]1([CH:7]2[CH2:12][CH2:11][N:10]([CH2:13][CH2:14][C:15]#[N:16])[CH2:9][CH2:8]2)[CH:6]=[CH:5][CH:4]=[CH:3][CH:2]=1.Cl.[OH-].[Na+]. The catalyst is C1COCC1. The product is [C:1]1([CH:7]2[CH2:8][CH2:9][N:10]([CH2:13][CH2:14][CH2:15][NH2:16])[CH2:11][CH2:12]2)[CH:2]=[CH:3][CH:4]=[CH:5][CH:6]=1. The yield is 0.870. (5) The reactants are [CH:1]1([C:4]2[N:9]=[CH:8][C:7]([O:10][C:11]3[CH:18]=[CH:17][C:14]([CH:15]=O)=[CH:13][CH:12]=3)=[CH:6][N:5]=2)[CH2:3][CH2:2]1.[CH3:19][NH2:20].C1COCC1.[BH4-].[Na+].[ClH:28]. The catalyst is CC#N.CCOC(C)=O. The product is [ClH:28].[ClH:28].[CH:1]1([C:4]2[N:9]=[CH:8][C:7]([O:10][C:11]3[CH:18]=[CH:17][C:14]([CH2:15][CH2:19][NH2:20])=[CH:13][CH:12]=3)=[CH:6][N:5]=2)[CH2:3][CH2:2]1. The yield is 0.560. (6) The reactants are [Br:1][C:2]1[CH:3]=[N:4][N:5]([CH3:16])[C:6]=1[C:7]1[CH:8]=[C:9]([C:13]([OH:15])=O)[S:10][C:11]=1[Cl:12].[NH2:17][C@@H:18]([CH2:31][C:32]1[CH:37]=[CH:36][CH:35]=[C:34]([F:38])[CH:33]=1)[CH2:19][N:20]1[C:28](=[O:29])[C:27]2[C:22](=[CH:23][CH:24]=[CH:25][CH:26]=2)[C:21]1=[O:30].CC(OC(N[C@H](C(O)=O)CC1C=CC=CC=1C(F)(F)F)=O)(C)C.C1CN([P+](Br)(N2CCCC2)N2CCCC2)CC1.F[P-](F)(F)(F)(F)F.CCN(C(C)C)C(C)C. The catalyst is C(Cl)(Cl)Cl. The product is [Br:1][C:2]1[CH:3]=[N:4][N:5]([CH3:16])[C:6]=1[C:7]1[CH:8]=[C:9]([C:13]([NH:17][C@@H:18]([CH2:31][C:32]2[CH:37]=[CH:36][CH:35]=[C:34]([F:38])[CH:33]=2)[CH2:19][N:20]2[C:28](=[O:29])[C:27]3[C:22](=[CH:23][CH:24]=[CH:25][CH:26]=3)[C:21]2=[O:30])=[O:15])[S:10][C:11]=1[Cl:12]. The yield is 0.450. (7) The reactants are [CH2:1]([N:3](CC)CC)[CH3:2].C(N)C.Cl[C:12]1[N:20]2[CH:21]([C:24]3[CH:25]=[N:26][CH:27]=[CH:28][CH:29]=3)[CH2:22][O:23][C:18]3=[C:19]2[C:14](=[C:15]([F:37])[CH:16]=[C:17]3[C:30]2[C:31]([CH3:36])=[N:32][O:33][C:34]=2[CH3:35])[N:13]=1. The catalyst is CN1CCCC1=O.CO. The product is [CH3:36][C:31]1[C:30]([C:17]2[C:18]3[O:23][CH2:22][CH:21]([C:24]4[CH:25]=[N:26][CH:27]=[CH:28][CH:29]=4)[N:20]4[C:12]([NH:3][CH2:1][CH3:2])=[N:13][C:14]([C:19]=34)=[C:15]([F:37])[CH:16]=2)=[C:34]([CH3:35])[O:33][N:32]=1. The yield is 0.190. (8) The product is [CH:24]([C:21]1[CH:20]=[CH:19][C:18]([CH:14]2[C:13]3[C:12]([CH3:27])=[C:11]([CH3:28])[C:10]([CH3:29])=[C:9]([NH2:8])[C:17]=3[O:16][CH2:15]2)=[CH:23][CH:22]=1)([CH3:26])[CH3:25]. The reactants are C([NH:8][C:9]1[C:17]2[O:16][CH2:15][CH:14]([C:18]3[CH:23]=[CH:22][C:21]([CH:24]([CH3:26])[CH3:25])=[CH:20][CH:19]=3)[C:13]=2[C:12]([CH3:27])=[C:11]([CH3:28])[C:10]=1[CH3:29])C1C=CC=CC=1. The yield is 0.800. The catalyst is CCCCCC.C(OCC)(=O)C.